This data is from Reaction yield outcomes from USPTO patents with 853,638 reactions. The task is: Predict the reaction yield, written as a fraction of the theoretical maximum amount of product (1.0 means a 100% yield; for example, 0.34 means a 34% yield). (1) The reactants are [Cl:1][C:2]1[N:7]=[C:6]([CH2:8][C:9]([C:11]2[C:12]([F:24])=[C:13]([NH:17][C:18](=[O:23])[O:19][CH2:20][CH:21]=[CH2:22])[CH:14]=[CH:15][CH:16]=2)=O)[CH:5]=[CH:4][N:3]=1.C1C(=O)N(Br)C(=O)C1.[O:33]1[CH2:38][CH2:37][CH:36]([C:39](=[S:41])[NH2:40])[CH2:35][CH2:34]1.O. The catalyst is CC(N(C)C)=O. The product is [Cl:1][C:2]1[N:7]=[C:6]([C:8]2[S:41][C:39]([CH:36]3[CH2:37][CH2:38][O:33][CH2:34][CH2:35]3)=[N:40][C:9]=2[C:11]2[C:12]([F:24])=[C:13]([NH:17][C:18](=[O:23])[O:19][CH2:20][CH:21]=[CH2:22])[CH:14]=[CH:15][CH:16]=2)[CH:5]=[CH:4][N:3]=1. The yield is 0.350. (2) The reactants are [Cl:1][C:2]1[CH:7]=[CH:6][C:5]([NH:8][C:9](=[O:16])[C:10]2[CH:15]=[CH:14][CH:13]=[CH:12][CH:11]=2)=[C:4]([OH:17])[CH:3]=1.Br[CH2:19][CH2:20][CH2:21]Br.[OH-].[Na+]. The catalyst is C(#N)C.ClCCl.CCCCCCCC[N+](CCCCCCCC)(CCCCCCCC)C.[Cl-]. The product is [Cl:1][C:2]1[CH:7]=[CH:6][C:5]2[N:8]([C:9]([C:10]3[CH:15]=[CH:14][CH:13]=[CH:12][CH:11]=3)=[O:16])[CH2:19][CH2:20][CH2:21][O:17][C:4]=2[CH:3]=1. The yield is 0.830. (3) The reactants are [CH2:1]([N:8]1[CH2:13][CH2:12][C:11]([NH:16][C:17]2[CH:22]=[CH:21][CH:20]=[CH:19][CH:18]=2)([C:14]#[N:15])[CH2:10][CH2:9]1)[C:2]1[CH:7]=[CH:6][CH:5]=[CH:4][CH:3]=1.S(=O)(=O)(O)[OH:24]. The catalyst is N. The product is [CH2:1]([N:8]1[CH2:9][CH2:10][C:11]([NH:16][C:17]2[CH:22]=[CH:21][CH:20]=[CH:19][CH:18]=2)([C:14]([NH2:15])=[O:24])[CH2:12][CH2:13]1)[C:2]1[CH:3]=[CH:4][CH:5]=[CH:6][CH:7]=1. The yield is 0.730. (4) The reactants are [CH2:1]([O:3][C:4](=[O:12])[C:5]1[CH:10]=[CH:9][CH:8]=[N:7][C:6]=1Cl)[CH3:2].[OH:13][C:14]1[CH:15]=[CH:16][C:17]2[C:18]([CH:22]=1)=[N:19][O:20][N:21]=2.C(=O)([O-])[O-].[Cs+].[Cs+].O. The catalyst is CN(C)C=O. The product is [CH2:1]([O:3][C:4](=[O:12])[C:5]1[CH:10]=[CH:9][CH:8]=[N:7][C:6]=1[O:13][C:14]1[CH:15]=[CH:16][C:17]2=[N:21][O:20][N:19]=[C:18]2[CH:22]=1)[CH3:2]. The yield is 0.260. (5) The reactants are [CH2:1]([O:8][C@@H:9]1[C@@H:14]([CH2:15][O:16][CH2:17][C:18]2[CH:23]=[CH:22][CH:21]=[CH:20][CH:19]=2)[O:13][C@@H:11]([OH:12])[C@@H:10]1[OH:24])[C:2]1[CH:7]=[CH:6][CH:5]=[CH:4][CH:3]=1.C([O-])([O-])=O.[K+].[K+].[CH2:31](Br)[C:32]1[CH:37]=[CH:36][CH:35]=[CH:34][CH:33]=1. The catalyst is CN(C=O)C. The product is [CH2:31]([O:12][C@H:11]1[O:13][C@H:14]([CH2:15][O:16][CH2:17][C:18]2[CH:23]=[CH:22][CH:21]=[CH:20][CH:19]=2)[C@@H:9]([O:8][CH2:1][C:2]2[CH:7]=[CH:6][CH:5]=[CH:4][CH:3]=2)[C@H:10]1[OH:24])[C:32]1[CH:37]=[CH:36][CH:35]=[CH:34][CH:33]=1. The yield is 0.740. (6) The reactants are [C:1]([OH:6])(=[O:5])[C:2]([CH3:4])=[CH2:3].C(N([CH2:12][CH3:13])CC)C. No catalyst specified. The product is [C:1]([OH:6])(=[O:5])[C:2]([CH3:4])=[CH2:3].[C:1]1(=[O:6])[O:5][CH:2]1[CH2:12][CH3:13]. The yield is 0.856. (7) The reactants are C([O:8][C:9]1[CH:10]=[C:11]([CH2:15][CH:16]([NH:27][C:28]([NH:30][CH2:31][C:32]2[CH:37]=[CH:36][C:35]([NH:38][C:39]([O:41][C:42]([CH3:45])([CH3:44])[CH3:43])=[O:40])=[CH:34][CH:33]=2)=[O:29])[C:17]([O:19]CC2C=CC=CC=2)=[O:18])[CH:12]=[CH:13][CH:14]=1)C1C=CC=CC=1. The catalyst is CO.[Pd]. The product is [C:42]([O:41][C:39]([NH:38][C:35]1[CH:34]=[CH:33][C:32]([CH2:31][NH:30][C:28](=[O:29])[NH:27][CH:16]([CH2:15][C:11]2[CH:12]=[CH:13][CH:14]=[C:9]([OH:8])[CH:10]=2)[C:17]([OH:19])=[O:18])=[CH:37][CH:36]=1)=[O:40])([CH3:45])([CH3:43])[CH3:44]. The yield is 0.970.